This data is from TCR-epitope binding with 47,182 pairs between 192 epitopes and 23,139 TCRs. The task is: Binary Classification. Given a T-cell receptor sequence (or CDR3 region) and an epitope sequence, predict whether binding occurs between them. (1) The epitope is SLVKPSFYV. The TCR CDR3 sequence is CASSDPGTANTGELFF. Result: 0 (the TCR does not bind to the epitope). (2) The epitope is YLQPRTFLL. Result: 0 (the TCR does not bind to the epitope). The TCR CDR3 sequence is CASSQHLYFRLADTDTQYF. (3) The epitope is KLPDDFTGCV. The TCR CDR3 sequence is CASSQDVASSYNSPLHF. Result: 1 (the TCR binds to the epitope). (4) The epitope is TAFTIPSI. The TCR CDR3 sequence is CASSISLPGTLYYEQYF. Result: 0 (the TCR does not bind to the epitope).